The task is: Predict which catalyst facilitates the given reaction.. This data is from Catalyst prediction with 721,799 reactions and 888 catalyst types from USPTO. (1) Reactant: [F:1][C:2]1[CH:10]=[C:9]2[C:5]([C:6]([C:12]3[N:13]=[C:14]4[C:20]([C:21]([NH:23][C:24]([CH3:37])([CH3:36])[CH2:25][CH2:26][CH2:27][NH:28]C(=O)OC(C)(C)C)=[O:22])=[CH:19][NH:18][C:15]4=[N:16][CH:17]=3)=[N:7][N:8]2[CH3:11])=[CH:4][CH:3]=1.[F:38][C:39]([F:44])([F:43])[C:40]([OH:42])=[O:41]. Product: [F:38][C:39]([F:44])([F:43])[C:40]([OH:42])=[O:41].[NH2:28][CH2:27][CH2:26][CH2:25][C:24]([NH:23][C:21]([C:20]1[C:14]2[C:15](=[N:16][CH:17]=[C:12]([C:6]3[C:5]4[C:9](=[CH:10][C:2]([F:1])=[CH:3][CH:4]=4)[N:8]([CH3:11])[N:7]=3)[N:13]=2)[NH:18][CH:19]=1)=[O:22])([CH3:36])[CH3:37]. The catalyst class is: 4. (2) Reactant: C(OC([N:8]([C:38]1[CH:43]=[C:42]([C:44]#[N:45])[CH:41]=[CH:40][N:39]=1)[C:9]1[N:14]=[C:13]([C:15]2[CH:16]=[N:17][CH:18]=[C:19]([CH2:21][N:22]3[CH2:27][CH2:26][N:25](C(OC(C)(C)C)=O)[CH2:24][CH2:23]3)[CH:20]=2)[CH:12]=[C:11]([CH:35]2[CH2:37][CH2:36]2)[CH:10]=1)=O)(C)(C)C.CS(O)(=O)=O.[OH-].[Na+]. Product: [CH:35]1([C:11]2[CH:10]=[C:9]([NH:8][C:38]3[CH:43]=[C:42]([C:44]#[N:45])[CH:41]=[CH:40][N:39]=3)[N:14]=[C:13]([C:15]3[CH:16]=[N:17][CH:18]=[C:19]([CH2:21][N:22]4[CH2:23][CH2:24][NH:25][CH2:26][CH2:27]4)[CH:20]=3)[CH:12]=2)[CH2:37][CH2:36]1. The catalyst class is: 382. (3) The catalyst class is: 7. Reactant: CC(C)([O-])C.[K+].[C:7]([CH2:9]P(=O)(OCC)OCC)#[N:8].O=[C:19]1[CH2:22][C:21]([CH2:26][C:27]#[N:28])([CH2:23][C:24]#[N:25])[CH2:20]1. Product: [C:21]1([CH2:26][C:27]#[N:28])([CH2:23][C:24]#[N:25])[CH2:22][C:19](=[CH:9][C:7]#[N:8])[CH2:20]1.